From a dataset of Full USPTO retrosynthesis dataset with 1.9M reactions from patents (1976-2016). Predict the reactants needed to synthesize the given product. (1) Given the product [C:14]([NH:18][C:4]1[C:5]2[S:10][CH:9]=[C:8]([CH2:11][CH3:12])[C:6]=2[N:7]=[C:2]([Cl:1])[N:3]=1)([CH3:17])([CH3:16])[CH3:15], predict the reactants needed to synthesize it. The reactants are: [Cl:1][C:2]1[N:3]=[C:4](Cl)[C:5]2[S:10][CH:9]=[C:8]([CH2:11][CH3:12])[C:6]=2[N:7]=1.[C:14]([NH2:18])([CH3:17])([CH3:16])[CH3:15]. (2) Given the product [Cl:1][C:2]1[C:7]([C:8]2[C:13]([F:14])=[CH:12][C:11]([O:32][CH2:31][CH2:30][CH2:29][N:28]([CH3:33])[CH3:27])=[CH:10][C:9]=2[F:16])=[C:6]([NH:17][C@@H:18]([CH3:23])[C:19]([F:22])([F:20])[F:21])[N:5]2[N:24]=[CH:25][N:26]=[C:4]2[N:3]=1, predict the reactants needed to synthesize it. The reactants are: [Cl:1][C:2]1[C:7]([C:8]2[C:13]([F:14])=[CH:12][C:11](F)=[CH:10][C:9]=2[F:16])=[C:6]([NH:17][C@@H:18]([CH3:23])[C:19]([F:22])([F:21])[F:20])[N:5]2[N:24]=[CH:25][N:26]=[C:4]2[N:3]=1.[CH3:27][N:28]([CH3:33])[CH2:29][CH2:30][CH2:31][OH:32].[H-].[Na+].O. (3) Given the product [Cl:1][C:2]1[C:18]([NH2:19])=[C:17]([F:22])[CH:16]=[CH:15][C:3]=1[C:4]([NH:6][S:7]([N:10]([CH:12]([CH3:14])[CH3:13])[CH3:11])(=[O:9])=[O:8])=[O:5], predict the reactants needed to synthesize it. The reactants are: [Cl:1][C:2]1[C:18]([N+:19]([O-])=O)=[C:17]([F:22])[CH:16]=[CH:15][C:3]=1[C:4]([NH:6][S:7]([N:10]([CH:12]([CH3:14])[CH3:13])[CH3:11])(=[O:9])=[O:8])=[O:5].[Cl-].[NH4+].CO.[H][H]. (4) Given the product [CH3:1][O:2][C:3](=[O:13])[C@@H:4]([N:12]1[CH2:29][C:28]([O:31][C:32]2[CH:37]=[CH:36][CH:35]=[C:34]([Cl:38])[CH:33]=2)=[CH:27][C:26]1=[O:25])[CH2:5][CH:6]1[CH2:11][CH2:10][CH2:9][CH2:8][CH2:7]1, predict the reactants needed to synthesize it. The reactants are: [CH3:1][O:2][C:3](=[O:13])[C@@H:4]([NH2:12])[CH2:5][CH:6]1[CH2:11][CH2:10][CH2:9][CH2:8][CH2:7]1.C(N(CC)C(C)C)(C)C.C([O:25][C:26](=O)/[CH:27]=[C:28](/[O:31][C:32]1[CH:37]=[CH:36][CH:35]=[C:34]([Cl:38])[CH:33]=1)\[CH2:29]Br)C. (5) Given the product [CH2:1]([NH:3][C:4]([C:6]1[C:7]2[CH2:14][CH2:13][CH2:12]/[C:11](=[N:18]/[OH:16])/[C:8]=2[S:9][CH:10]=1)=[O:5])[CH3:2], predict the reactants needed to synthesize it. The reactants are: [CH2:1]([NH:3][C:4]([C:6]1[C:7]2[CH2:14][CH2:13][CH2:12][C:11](=O)[C:8]=2[S:9][CH:10]=1)=[O:5])[CH3:2].[OH2:16].Cl.[NH2:18]O.C([O-])(=O)C.[Na+]. (6) Given the product [ClH:27].[C@@H:8]1([N:5]2[CH:6]=[N:7][C:3]([C:1]([NH2:2])=[NH:26])=[N:4]2)[O:20][C@H:19]([CH2:21][OH:22])[C@@H:14]([OH:15])[C@H:9]1[OH:10], predict the reactants needed to synthesize it. The reactants are: [C:1]([C:3]1[N:7]=[CH:6][N:5]([C@@H:8]2[O:20][C@H:19]([CH2:21][O:22]C(=O)C)[C@@H:14]([O:15]C(=O)C)[C@H:9]2[O:10]C(=O)C)[N:4]=1)#[N:2].[NH4+:26].[Cl-:27]. (7) Given the product [Cl:12][C:13]1[CH:18]=[CH:17][C:16]([S:19]([C:22]2[C:30]3[C:25](=[CH:26][CH:27]=[C:28]([CH3:31])[CH:29]=3)[N:24]([CH2:32][C:33]([O:35][CH2:1][CH3:2])=[O:34])[C:23]=2[CH3:36])=[O:20])=[CH:15][CH:14]=1, predict the reactants needed to synthesize it. The reactants are: [CH:1]1C=C(Cl)C=C(C(OO)=O)[CH:2]=1.[Cl:12][C:13]1[CH:18]=[CH:17][C:16]([S:19]([C:22]2[C:30]3[C:25](=[CH:26][CH:27]=[C:28]([CH3:31])[CH:29]=3)[N:24]([CH2:32][C:33]([OH:35])=[O:34])[C:23]=2[CH3:36])(=O)=[O:20])=[CH:15][CH:14]=1. (8) Given the product [Br:1][C:2]1[CH:7]=[CH:6][CH:5]=[C:4]([N+:8]([O-:10])=[O:9])[C:3]=1[NH:15][CH:12]1[CH2:14][CH2:13]1, predict the reactants needed to synthesize it. The reactants are: [Br:1][C:2]1[CH:7]=[CH:6][CH:5]=[C:4]([N+:8]([O-:10])=[O:9])[C:3]=1F.[CH:12]1([NH2:15])[CH2:14][CH2:13]1. (9) The reactants are: C(O)(=O)/C=C/C(O)=O.[NH2:9][CH2:10][CH2:11][CH2:12][CH2:13][O:14][N:15]1[C:27]2[C:26]3[CH:25]=[CH:24][CH:23]=[CH:22][C:21]=3[N:20]=[C:19]([NH2:28])[C:18]=2[N:17]=[C:16]1[CH2:29][CH2:30][CH2:31][CH3:32]. Given the product [NH2:9][CH2:10][CH2:11][CH2:12][CH2:13][O:14][N:15]1[C:27]2[C:26]3[CH:25]=[CH:24][CH:23]=[CH:22][C:21]=3[N:20]=[C:19]([NH2:28])[C:18]=2[N:17]=[C:16]1[CH2:29][CH2:30][CH2:31][CH3:32], predict the reactants needed to synthesize it.